This data is from Catalyst prediction with 721,799 reactions and 888 catalyst types from USPTO. The task is: Predict which catalyst facilitates the given reaction. (1) Reactant: [CH3:1][CH:2]([CH3:31])[CH2:3][CH:4]([C:15]1[S:16][C:17]([C:21]2[CH:26]=[CH:25][C:24]([C:27]([F:30])([F:29])[F:28])=[CH:23][CH:22]=2)=[CH:18][C:19]=1[CH3:20])OC1C=CC(C(O)=O)=CC=1.CNC[CH2:35][C:36]([O:38]CC)=[O:37].Cl.C(N=C=N[CH2:47][CH2:48][CH2:49][N:50]([CH3:52])[CH3:51])C.[OH2:53].OC1[C:63]2N=N[NH:60][C:59]=2[CH:58]=[CH:57]C=1. Product: [CH3:52][N:50]([C:49]([C:48]1[CH:47]=[CH:63][C:59]([NH:60][CH:4]([C:15]2[S:16][C:17]([C:21]3[CH:26]=[CH:25][C:24]([C:27]([F:28])([F:30])[F:29])=[CH:23][CH:22]=3)=[CH:18][C:19]=2[CH3:20])[CH2:3][CH:2]([CH3:1])[CH3:31])=[CH:58][CH:57]=1)=[O:53])[CH2:51][CH2:35][C:36]([OH:38])=[O:37]. The catalyst class is: 42. (2) Reactant: [CH2:1]([O:3][CH:4]([O:29][CH2:30][CH3:31])[CH2:5][N:6]1[CH:10]=[C:9]([C:11]2[S:19][C:18]3[C:13](=[N:14][CH:15]=[CH:16][C:17]=3[O:20][C:21]3[CH:27]=[CH:26][C:24]([NH2:25])=[CH:23][C:22]=3[F:28])[CH:12]=2)[N:8]=[CH:7]1)[CH3:2].[N:32]1[CH:37]=[CH:36][CH:35]=C[CH:33]=1.ClC(OC1C=CC=CC=1)=[O:40].C1(N)CC1. Product: [CH:37]1([NH:32][C:33]([NH:25][C:24]2[CH:26]=[CH:27][C:21]([O:20][C:17]3[CH:16]=[CH:15][N:14]=[C:13]4[CH:12]=[C:11]([C:9]5[N:8]=[CH:7][N:6]([CH2:5][CH:4]([O:3][CH2:1][CH3:2])[O:29][CH2:30][CH3:31])[CH:10]=5)[S:19][C:18]=34)=[C:22]([F:28])[CH:23]=2)=[O:40])[CH2:35][CH2:36]1. The catalyst class is: 3. (3) Reactant: [N:1]1([C:7]2[CH:12]=[CH:11][C:10]([C:13]3[CH:22]=[C:21]4[C:16]([CH:17]=[CH:18][CH:19]=[N:20]4)=[C:15]([NH:23][CH:24]4[CH2:29][CH2:28][CH:27]([NH2:30])[CH2:26][CH2:25]4)[N:14]=3)=[CH:9][CH:8]=2)[CH2:6][CH2:5][O:4][CH2:3][CH2:2]1.C(N(C(C)C)CC)(C)C.[C:40](Cl)(=[O:42])[CH3:41]. Product: [N:1]1([C:7]2[CH:12]=[CH:11][C:10]([C:13]3[CH:22]=[C:21]4[C:16]([CH:17]=[CH:18][CH:19]=[N:20]4)=[C:15]([NH:23][CH:24]4[CH2:25][CH2:26][CH:27]([NH:30][C:40](=[O:42])[CH3:41])[CH2:28][CH2:29]4)[N:14]=3)=[CH:9][CH:8]=2)[CH2:6][CH2:5][O:4][CH2:3][CH2:2]1. The catalyst class is: 4. (4) Reactant: [C:1]([NH:4][C:5]1[N:10]=[CH:9][C:8]([C:11]2[CH:12]=[N:13][N:14]([CH:16]3[CH2:21][CH2:20][N:19](C(OC(C)(C)C)=O)[CH2:18][CH2:17]3)[CH:15]=2)=[CH:7][C:6]=1[O:29][C@@H:30]([C:32]1[C:37]([Cl:38])=[CH:36][CH:35]=[C:34]([F:39])[C:33]=1[Cl:40])[CH3:31])(=[O:3])[CH3:2].FC(F)(F)C(O)=O.[Na+].C(=O)(O)[O-]. The catalyst class is: 2. Product: [Cl:40][C:33]1[C:34]([F:39])=[CH:35][CH:36]=[C:37]([Cl:38])[C:32]=1[C@H:30]([O:29][C:6]1[C:5]([NH:4][C:1](=[O:3])[CH3:2])=[N:10][CH:9]=[C:8]([C:11]2[CH:12]=[N:13][N:14]([CH:16]3[CH2:21][CH2:20][NH:19][CH2:18][CH2:17]3)[CH:15]=2)[CH:7]=1)[CH3:31]. (5) Reactant: [F:1][C:2]1[CH:7]=[C:6]([CH2:8][O:9][CH3:10])[CH:5]=[C:4]([F:11])[C:3]=1[C:12]1[N:17]=[C:16]([C:18]([NH:20][C:21]2[C:22]([N:31]3[CH2:36][C@H:35]([CH3:37])[CH2:34][C@H:33]([NH:38]C(=O)OC(C)(C)C)[CH2:32]3)=[C:23]3[CH2:29][CH2:28][CH:27]([OH:30])[C:24]3=[N:25][CH:26]=2)=[O:19])[CH:15]=[CH:14][C:13]=1[F:46].C(O)(C(F)(F)F)=O. Product: [NH2:38][C@H:33]1[CH2:34][C@@H:35]([CH3:37])[CH2:36][N:31]([C:22]2[C:21]([NH:20][C:18]([C:16]3[CH:15]=[CH:14][C:13]([F:46])=[C:12]([C:3]4[C:2]([F:1])=[CH:7][C:6]([CH2:8][O:9][CH3:10])=[CH:5][C:4]=4[F:11])[N:17]=3)=[O:19])=[CH:26][N:25]=[C:24]3[CH:27]([OH:30])[CH2:28][CH2:29][C:23]=23)[CH2:32]1. The catalyst class is: 2. (6) The catalyst class is: 868. Reactant: [CH:1]([O:4][C:5]1[CH:19]=[CH:18][C:8]([C:9]([N:11]2[CH2:16][CH2:15][C:14](=[O:17])[CH2:13][CH2:12]2)=[O:10])=[CH:7][C:6]=1[O:20][CH3:21])([CH3:3])[CH3:2].[Si]([O:29][C:30](=[CH2:36])/[CH:31]=[CH:32]/N(C)C)(C(C)(C)C)(C)C.C(Cl)(=O)C. Product: [CH:1]([O:4][C:5]1[CH:19]=[CH:18][C:8]([C:9]([N:11]2[CH2:16][CH2:15][C:14]3([O:17][CH:32]=[CH:31][C:30](=[O:29])[CH2:36]3)[CH2:13][CH2:12]2)=[O:10])=[CH:7][C:6]=1[O:20][CH3:21])([CH3:3])[CH3:2]. (7) Reactant: [C:1]([C:3]([C:23](=O)[CH3:24])=[CH:4][C:5]1[O:13][C:12]2[CH:11]=[CH:10][N:9]=[C:8]([NH:14][C:15](=[O:22])[C:16]3[CH:21]=[CH:20][CH:19]=[CH:18][CH:17]=3)[C:7]=2[CH:6]=1)#[N:2].[NH2:26]/[C:27](/[C:31]([F:34])([F:33])[F:32])=[CH:28]/[C:29]#[N:30]. Product: [C:1]([C:3]1[CH:4]([C:5]2[O:13][C:12]3[CH:11]=[CH:10][N:9]=[C:8]([NH:14][C:15](=[O:22])[C:16]4[CH:17]=[CH:18][CH:19]=[CH:20][CH:21]=4)[C:7]=3[CH:6]=2)[C:28]([C:29]#[N:30])=[C:27]([C:31]([F:34])([F:33])[F:32])[NH:26][C:23]=1[CH3:24])#[N:2]. The catalyst class is: 41. (8) Reactant: C([O:8][C:9]1[C:14]([CH:15]([C:17]2[CH:22]=[CH:21][C:20]([CH2:23][CH3:24])=[CH:19][CH:18]=2)O)=[CH:13][CH:12]=[C:11](C)[N:10]=1)C1C=CC=CC=1.CO.C(C1C=CC(CC2C(O)=NC(C)=CC=2)=CC=1)C. Product: [CH2:23]([C:20]1[CH:21]=[CH:22][C:17]([CH2:15][C:14]2[C:9]([OH:8])=[N:10][CH:11]=[CH:12][CH:13]=2)=[CH:18][CH:19]=1)[CH3:24]. The catalyst class is: 304. (9) Reactant: [OH:1][C@H:2]1[CH2:7][CH2:6][C@H:5]([N:8]2[CH2:12][CH2:11][C@@:10]3([CH2:17][CH2:16][CH2:15][NH:14][CH2:13]3)[C:9]2=[O:18])[CH2:4][CH2:3]1.Cl[C:20]1[CH:25]=[C:24]([Cl:26])[CH:23]=[CH:22][C:21]=1I.[C:28](=O)([O-])[O-].[K+].[K+].[C@H]1(O)CCCC[C@@H]1O.C(O)(C)(C)C. The catalyst class is: 205. Product: [Cl:26][C:24]1[CH:25]=[C:20]([CH3:28])[CH:21]=[CH:22][C:23]=1[N:14]1[CH2:15][CH2:16][CH2:17][C@:10]2([C:9](=[O:18])[N:8]([C@H:5]3[CH2:6][CH2:7][C@H:2]([OH:1])[CH2:3][CH2:4]3)[CH2:12][CH2:11]2)[CH2:13]1.